From a dataset of Full USPTO retrosynthesis dataset with 1.9M reactions from patents (1976-2016). Predict the reactants needed to synthesize the given product. (1) The reactants are: [O:1]1[CH2:6][CH2:5][CH2:4][CH2:3][CH:2]1[N:7]1[C:11]2=[N:12][CH:13]=[C:14](B3OC(C)(C)C(C)(C)O3)[CH:15]=[C:10]2[C:9]([CH:25]=[O:26])=[N:8]1.Br[C:28]1[CH:29]=[N:30][CH:31]=[C:32]([CH2:34][N:35]2[CH2:40][CH2:39][CH2:38][CH2:37][CH2:36]2)[CH:33]=1.C([O-])([O-])=O.[Na+].[Na+].COCCOC. Given the product [N:35]1([CH2:34][C:32]2[CH:33]=[C:28]([C:14]3[CH:15]=[C:10]4[C:9]([CH:25]=[O:26])=[N:8][N:7]([CH:2]5[CH2:3][CH2:4][CH2:5][CH2:6][O:1]5)[C:11]4=[N:12][CH:13]=3)[CH:29]=[N:30][CH:31]=2)[CH2:40][CH2:39][CH2:38][CH2:37][CH2:36]1, predict the reactants needed to synthesize it. (2) Given the product [N:1]1[C:11]2[N:10]([CH2:19][CH2:20][CH2:21][N:22]3[C:26](=[O:27])[C:25]4[C:24](=[CH:31][CH:30]=[CH:29][CH:28]=4)[C:23]3=[O:32])[C:9]3[CH:12]=[CH:13][CH:14]=[CH:15][C:8]=3[CH2:7][CH2:6][C:5]=2[CH:4]=[N:3][CH:2]=1, predict the reactants needed to synthesize it. The reactants are: [N:1]1[C:11]2[NH:10][C:9]3[CH:12]=[CH:13][CH:14]=[CH:15][C:8]=3[CH2:7][CH2:6][C:5]=2[CH:4]=[N:3][CH:2]=1.[H-].[Na+].Br[CH2:19][CH2:20][CH2:21][N:22]1[C:26](=[O:27])[C:25]2=[CH:28][CH:29]=[CH:30][CH:31]=[C:24]2[C:23]1=[O:32].[Na+].[Cl-].